This data is from Full USPTO retrosynthesis dataset with 1.9M reactions from patents (1976-2016). The task is: Predict the reactants needed to synthesize the given product. (1) Given the product [ClH:36].[C:1]([N:4]1[C:13]2[C:8](=[CH:9][C:10]([C:14]3[N:18]=[C:17]([CH2:19][NH2:20])[O:16][N:15]=3)=[CH:11][CH:12]=2)[C@H:7]([NH:28][C:29](=[O:34])[O:30][CH:31]([CH3:32])[CH3:33])[CH2:6][C@@H:5]1[CH3:35])(=[O:3])[CH3:2], predict the reactants needed to synthesize it. The reactants are: [C:1]([N:4]1[C:13]2[C:8](=[CH:9][C:10]([C:14]3[N:18]=[C:17]([CH2:19][NH:20]C(OC(C)(C)C)=O)[O:16][N:15]=3)=[CH:11][CH:12]=2)[C@H:7]([NH:28][C:29](=[O:34])[O:30][CH:31]([CH3:33])[CH3:32])[CH2:6][C@@H:5]1[CH3:35])(=[O:3])[CH3:2].[ClH:36].CCOCC. (2) Given the product [Br:1][C:2]1[N:3]=[C:4]([C:23]2[O:49][N:48]=[C:26]([C:27]3[CH:28]=[CH:29][C:30]([CH2:31][N:32]([C:33]([O:34][C:35]([CH3:38])([CH3:37])[CH3:36])=[O:39])[CH3:40])=[CH:46][CH:47]=3)[CH:24]=2)[C:5]([N:8]([C:16]([O:18][C:19]([CH3:22])([CH3:21])[CH3:20])=[O:17])[C:9](=[O:15])[O:10][C:11]([CH3:13])([CH3:14])[CH3:12])=[N:6][CH:7]=1, predict the reactants needed to synthesize it. The reactants are: [Br:1][C:2]1[N:3]=[C:4]([C:23]#[CH:24])[C:5]([N:8]([C:16]([O:18][C:19]([CH3:22])([CH3:21])[CH3:20])=[O:17])[C:9](=[O:15])[O:10][C:11]([CH3:14])([CH3:13])[CH3:12])=[N:6][CH:7]=1.Cl[C:26](=[N:48][OH:49])[C:27]1[CH:47]=[CH:46][C:30]([CH2:31][N:32]([CH:40]2CCOCC2)[C:33](=[O:39])[O:34][C:35]([CH3:38])([CH3:37])[CH3:36])=[CH:29][CH:28]=1.C(N(CC)CC)C. (3) Given the product [Cl:44][C:45]1[CH:51]=[C:50]([O:52][C:53]2[C:54]3[N:61]([CH3:62])[CH:60]=[CH:59][C:55]=3[N:56]=[CH:57][N:58]=2)[CH:49]=[CH:48][C:46]=1[NH:47][C:25]([NH:22][C:9]1[CH:13]=[C:14]([C:16]([F:17])([F:18])[F:19])[CH:15]=[C:7]([N:1]2[CH2:2][CH2:3][O:4][CH2:5][CH2:6]2)[CH:8]=1)=[O:34], predict the reactants needed to synthesize it. The reactants are: [N:1]1([C:7]2[CH:8]=[C:9]([CH:13]=[C:14]([C:16]([F:19])([F:18])[F:17])[CH:15]=2)C(O)=O)[CH2:6][CH2:5][O:4][CH2:3][CH2:2]1.C([N:22]([CH2:25]C)CC)C.C1(P(N=[N+]=[N-])(C2C=CC=CC=2)=[O:34])C=CC=CC=1.[Cl:44][C:45]1[CH:51]=[C:50]([O:52][C:53]2[C:54]3[N:61]([CH3:62])[CH:60]=[CH:59][C:55]=3[N:56]=[CH:57][N:58]=2)[CH:49]=[CH:48][C:46]=1[NH2:47]. (4) Given the product [CH3:19][C:18]([CH3:21])([CH2:17][CH:14]([CH3:16])[CH3:15])[CH2:20][C:3]1[CH:2]=[CH:1][C:13]2[NH:12][C:11]3[C:6]([C:5]=2[CH:4]=1)=[CH:7][C:8]([CH2:19][C:18]([CH3:21])([CH3:20])[CH2:17][CH:14]([CH3:16])[CH3:15])=[CH:9][CH:10]=3, predict the reactants needed to synthesize it. The reactants are: [CH:1]1[C:13]2[NH:12][C:11]3[C:6](=[CH:7][CH:8]=[CH:9][CH:10]=3)[C:5]=2[CH:4]=[CH:3][CH:2]=1.[C:14](Br)([CH2:17][C:18]([CH3:21])([CH3:20])[CH3:19])([CH3:16])[CH3:15]. (5) Given the product [CH3:1][O:2][C:3]1[CH:8]=[CH:7][CH:6]=[CH:5][C:4]=1[C:13]1[C:22]2[C:17](=[CH:18][C:19]([S:23]([NH:26][C:27]3[S:28][CH:29]=[CH:30][N:31]=3)(=[O:25])=[O:24])=[CH:20][CH:21]=2)[CH:16]=[N:15][CH:14]=1, predict the reactants needed to synthesize it. The reactants are: [CH3:1][O:2][C:3]1[CH:8]=[CH:7][CH:6]=[CH:5][C:4]=1B(O)O.Br[C:13]1[C:22]2[C:17](=[CH:18][C:19]([S:23]([N:26](CC3C=CC(OC)=CC=3)[C:27]3[S:28][CH:29]=[CH:30][N:31]=3)(=[O:25])=[O:24])=[CH:20][CH:21]=2)[CH:16]=[N:15][CH:14]=1.[O-]P([O-])([O-])=O.[K+].[K+].[K+].O1CCOCC1. (6) Given the product [F:29][C:26]1[CH:27]=[CH:28][C:23]([C@@H:21]([OH:22])[CH2:20][CH2:19][C@@H:9]2[C@@H:8]([C:5]3[CH:6]=[CH:7][C:2]([B:30]4[O:34][C:33]([CH3:36])([CH3:35])[C:32]([CH3:38])([CH3:37])[O:31]4)=[CH:3][CH:4]=3)[N:11]([C:12]3[CH:17]=[CH:16][CH:15]=[CH:14][CH:13]=3)[C:10]2=[O:18])=[CH:24][CH:25]=1, predict the reactants needed to synthesize it. The reactants are: Br[C:2]1[CH:7]=[CH:6][C:5]([C@H:8]2[N:11]([C:12]3[CH:17]=[CH:16][CH:15]=[CH:14][CH:13]=3)[C:10](=[O:18])[C@@H:9]2[CH2:19][CH2:20][C@@H:21]([C:23]2[CH:28]=[CH:27][C:26]([F:29])=[CH:25][CH:24]=2)[OH:22])=[CH:4][CH:3]=1.[B:30]1([B:30]2[O:34][C:33]([CH3:36])([CH3:35])[C:32]([CH3:38])([CH3:37])[O:31]2)[O:34][C:33]([CH3:36])([CH3:35])[C:32]([CH3:38])([CH3:37])[O:31]1.C([O-])(=O)C.[K+]. (7) Given the product [Cl:1]([O-:3])=[O:2].[Na+:4].[P:5]([O-:9])([OH:8])([OH:7])=[O:6].[Na+:4].[Cl:11][C:12]1[CH:20]=[C:19]2[C:15]([C:16]([C:21]([OH:41])=[O:22])=[CH:17][NH:18]2)=[CH:14][C:13]=1[C:23]1[CH:28]=[N:27][C:26]([C:29]2[CH:30]=[CH:31][CH:32]=[CH:33][CH:34]=2)=[CH:25][N:24]=1, predict the reactants needed to synthesize it. The reactants are: [Cl:1]([O-:3])=[O:2].[Na+:4].[P:5]([O-:9])([OH:8])([OH:7])=[O:6].[Na+].[Cl:11][C:12]1[CH:20]=[C:19]2[C:15]([C:16]([CH:21]=[O:22])=[CH:17][NH:18]2)=[CH:14][C:13]=1[C:23]1[CH:28]=[N:27][C:26]([C:29]2[CH:34]=[CH:33][CH:32]=[CH:31][CH:30]=2)=[CH:25][N:24]=1.CC(=CC)C.S([O-])([O-])=[O:41].[Na+].[Na+]. (8) Given the product [NH2:1][C:2]1[C:6]2[CH2:7][N:8]([CH:32]3[CH2:28][CH2:29][N:30]([C:33]([O:35][C:36]([CH3:39])([CH3:38])[CH3:37])=[O:34])[CH2:31]3)[CH2:9][CH2:10][C:5]=2[N:4]([C:11]2[CH:12]=[CH:13][C:14]([O:17][C:18]3[CH:23]=[CH:22][CH:21]=[CH:20][CH:19]=3)=[CH:15][CH:16]=2)[C:3]=1[C:24](=[O:25])[NH2:26], predict the reactants needed to synthesize it. The reactants are: [NH2:1][C:2]1[C:6]2[CH2:7][NH:8][CH2:9][CH2:10][C:5]=2[N:4]([C:11]2[CH:16]=[CH:15][C:14]([O:17][C:18]3[CH:23]=[CH:22][CH:21]=[CH:20][CH:19]=3)=[CH:13][CH:12]=2)[C:3]=1[C:24]([NH2:26])=[O:25].O=[C:28]1[CH2:32][CH2:31][N:30]([C:33]([O:35][C:36]([CH3:39])([CH3:38])[CH3:37])=[O:34])[CH2:29]1.CC(O)=O.[BH3-]C#N.[Na+]. (9) The reactants are: Br[C:2]1[N:10]([CH2:11][C@H:12]2[CH2:17][CH2:16][C@H:15]([CH3:18])[CH2:14][CH2:13]2)[C:9]2[C:4](=[N:5][C:6]([Cl:26])=[N:7][C:8]=2[C:19]2[CH:24]=[CH:23][CH:22]=[C:21]([Cl:25])[CH:20]=2)[N:3]=1.[NH:27]1[CH2:32][CH2:31][O:30][CH2:29][CH2:28]1. Given the product [Cl:26][C:6]1[N:5]=[C:4]2[C:9]([N:10]([CH2:11][C@H:12]3[CH2:17][CH2:16][C@H:15]([CH3:18])[CH2:14][CH2:13]3)[C:2]([N:27]3[CH2:32][CH2:31][O:30][CH2:29][CH2:28]3)=[N:3]2)=[C:8]([C:19]2[CH:24]=[CH:23][CH:22]=[C:21]([Cl:25])[CH:20]=2)[N:7]=1, predict the reactants needed to synthesize it.